This data is from Catalyst prediction with 721,799 reactions and 888 catalyst types from USPTO. The task is: Predict which catalyst facilitates the given reaction. (1) Reactant: Cl.[NH2:2][CH2:3][CH2:4][N:5]1[CH2:11][CH2:10][C:9]2[CH:12]=[CH:13][C:14]([C:16]3[N:20]=[C:19]([C:21]4[CH:22]=[CH:23][C:24]([O:29][CH:30]([CH3:32])[CH3:31])=[C:25]([CH:28]=4)[C:26]#[N:27])[O:18][N:17]=3)=[CH:15][C:8]=2[CH2:7][CH2:6]1.[C:33](Cl)(=[O:35])[CH3:34]. Product: [C:26]([C:25]1[CH:28]=[C:21]([C:19]2[O:18][N:17]=[C:16]([C:14]3[CH:13]=[CH:12][C:9]4[CH2:10][CH2:11][N:5]([CH2:4][CH2:3][NH:2][C:33](=[O:35])[CH3:34])[CH2:6][CH2:7][C:8]=4[CH:15]=3)[N:20]=2)[CH:22]=[CH:23][C:24]=1[O:29][CH:30]([CH3:32])[CH3:31])#[N:27]. The catalyst class is: 298. (2) Reactant: C([O:3][C:4](=[O:36])[CH2:5][O:6][C:7]1[CH:12]=[C:11](Cl)[C:10]([S:14][C:15]2[CH:20]=[C:19]([O:21][CH2:22][CH2:23][CH2:24][N:25]3[CH2:30][CH2:29][O:28][CH2:27][CH2:26]3)[CH:18]=[C:17]([C:31]#[C:32][CH2:33][O:34][CH3:35])[CH:16]=2)=[CH:9][CH:8]=1)C.[OH-].[Na+].[ClH:39]. Product: [Cl:39][C:8]1[CH:9]=[C:10]([S:14][C:15]2[CH:20]=[C:19]([O:21][CH2:22][CH2:23][CH2:24][N:25]3[CH2:30][CH2:29][O:28][CH2:27][CH2:26]3)[CH:18]=[C:17]([C:31]#[C:32][CH2:33][O:34][CH3:35])[CH:16]=2)[CH:11]=[CH:12][C:7]=1[O:6][CH2:5][C:4]([OH:3])=[O:36]. The catalyst class is: 8. (3) Reactant: [CH3:1][O:2][C:3](=[O:17])[C:4]1[C:9]([C:10]2[CH:15]=[CH:14][C:13]([F:16])=[CH:12][CH:11]=2)=[CH:8][CH:7]=[N:6][CH:5]=1.C(O)(=O)C.[H][H]. Product: [CH3:1][O:2][C:3]([CH:4]1[CH:9]([C:10]2[CH:11]=[CH:12][C:13]([F:16])=[CH:14][CH:15]=2)[CH2:8][CH2:7][NH:6][CH2:5]1)=[O:17]. The catalyst class is: 43. (4) Reactant: [C:1]1([CH3:11])[CH:6]=[CH:5][C:4]([S:7](Cl)(=[O:9])=[O:8])=[CH:3][CH:2]=1.[CH3:12][O:13][CH2:14][CH2:15][CH2:16]O.C(N(CC)CC)C. Product: [CH3:12][O:13][CH2:14][CH2:15][CH2:16][O:8][S:7]([C:4]1[CH:5]=[CH:6][C:1]([CH3:11])=[CH:2][CH:3]=1)=[O:9]. The catalyst class is: 2. (5) Reactant: F[C:2]1[CH:11]=[C:10]([NH:12][CH3:13])[C:9]([N+:14]([O-:16])=[O:15])=[CH:8][C:3]=1[C:4]([O:6][CH3:7])=[O:5].[CH3:17][O-:18].[Na+]. Product: [CH3:17][O:18][C:2]1[CH:11]=[C:10]([NH:12][CH3:13])[C:9]([N+:14]([O-:16])=[O:15])=[CH:8][C:3]=1[C:4]([O:6][CH3:7])=[O:5]. The catalyst class is: 5. (6) Reactant: COC[N:4]1[C:12]2[C:7](=[CH:8][CH:9]=[CH:10][C:11]=2[N:13]([CH2:22][CH:23]2[CH2:25][CH2:24]2)[S:14]([C:17]2[S:18][CH:19]=[CH:20][CH:21]=2)(=[O:16])=[O:15])[CH:6]=[C:5]1[C:26]([NH2:28])=[O:27].O.O.C(O)(=O)C(O)=O.CO. Product: [CH:23]1([CH2:22][N:13]([S:14]([C:17]2[S:18][CH:19]=[CH:20][CH:21]=2)(=[O:15])=[O:16])[C:11]2[CH:10]=[CH:9][CH:8]=[C:7]3[C:12]=2[NH:4][C:5]([C:26]([NH2:28])=[O:27])=[CH:6]3)[CH2:25][CH2:24]1. The catalyst class is: 6.